This data is from Full USPTO retrosynthesis dataset with 1.9M reactions from patents (1976-2016). The task is: Predict the reactants needed to synthesize the given product. (1) Given the product [C:17]([O:6][C:5]1[CH:7]=[CH:8][C:2]([Cl:1])=[C:3]([O:9][C:24](=[O:25])[CH:23]=[CH2:22])[CH:4]=1)(=[O:20])[CH:18]=[CH2:19], predict the reactants needed to synthesize it. The reactants are: [Cl:1][C:2]1[CH:8]=[CH:7][C:5]([OH:6])=[CH:4][C:3]=1[OH:9].C(N(CC)CC)C.[C:17](Cl)(=[O:20])[CH:18]=[CH2:19].[CH2:22]1C[O:25][CH2:24][CH2:23]1. (2) Given the product [CH3:25][C:2]1[CH:3]=[C:4]2[CH:18]=[N:17][N:16]([C:19]3[CH:24]=[CH:23][CH:22]=[CH:21][CH:20]=3)[C:5]2=[N:6][C:7]=1[O:8][CH2:9][C:10]1[N:11]([CH3:15])[N:12]=[CH:13][N:14]=1, predict the reactants needed to synthesize it. The reactants are: Br[C:2]1[CH:3]=[C:4]2[CH:18]=[N:17][N:16]([C:19]3[CH:24]=[CH:23][CH:22]=[CH:21][CH:20]=3)[C:5]2=[N:6][C:7]=1[O:8][CH2:9][C:10]1[N:11]([CH3:15])[N:12]=[CH:13][N:14]=1.[CH3:25][Sn](C)(C)C. (3) Given the product [C:19]([O:23][C:24](=[O:34])[NH:25][C:26]1([C@@H:29]2[CH2:33][CH2:32][N:31]([C:11]3[C:12]([CH3:14])=[C:13]4[C:8]([C:7](=[O:17])[NH:6][C:5](=[O:18])[N:4]4[CH:1]4[CH2:3][CH2:2]4)=[CH:9][C:10]=3[F:16])[CH2:30]2)[CH2:28][CH2:27]1)([CH3:22])([CH3:20])[CH3:21], predict the reactants needed to synthesize it. The reactants are: [CH:1]1([N:4]2[C:13]3[C:8](=[CH:9][C:10]([F:16])=[C:11](F)[C:12]=3[CH3:14])[C:7](=[O:17])[NH:6][C:5]2=[O:18])[CH2:3][CH2:2]1.[C:19]([O:23][C:24](=[O:34])[NH:25][C:26]1([C@@H:29]2[CH2:33][CH2:32][NH:31][CH2:30]2)[CH2:28][CH2:27]1)([CH3:22])([CH3:21])[CH3:20].CN(C)C(N(C)C)=N.CS(C)=O. (4) Given the product [OH:2][C:3]1[CH:4]=[C:5]([C:9](=[O:12])[CH2:10][CH3:11])[CH:6]=[CH:7][CH:8]=1, predict the reactants needed to synthesize it. The reactants are: C[O:2][C:3]1[CH:4]=[C:5]([C:9](=[O:12])[CH2:10][CH3:11])[CH:6]=[CH:7][CH:8]=1.[Cl-].[Al+3].[Cl-].[Cl-].Cl. (5) The reactants are: [CH2:1]([C:3]1[O:7][C:6]([C:8]2[CH:9]=[C:10]([NH:23][CH:24]([CH3:26])[CH3:25])[C:11]([N:14]3[CH2:19][CH2:18][CH:17]([C:20](O)=[O:21])[CH2:16][CH2:15]3)=[N:12][CH:13]=2)=[N:5][CH:4]=1)[CH3:2].CCN=C=NCCCN(C)C.C1C=CC2N(O)N=NC=2C=1.CCN(C(C)C)C(C)C.[Cl:57][C:58]1[S:62][C:61]([S:63]([NH2:66])(=[O:65])=[O:64])=[CH:60][CH:59]=1. Given the product [Cl:57][C:58]1[S:62][C:61]([S:63]([NH:66][C:20]([CH:17]2[CH2:18][CH2:19][N:14]([C:11]3[C:10]([NH:23][CH:24]([CH3:25])[CH3:26])=[CH:9][C:8]([C:6]4[O:7][C:3]([CH2:1][CH3:2])=[CH:4][N:5]=4)=[CH:13][N:12]=3)[CH2:15][CH2:16]2)=[O:21])(=[O:65])=[O:64])=[CH:60][CH:59]=1, predict the reactants needed to synthesize it.